From a dataset of Full USPTO retrosynthesis dataset with 1.9M reactions from patents (1976-2016). Predict the reactants needed to synthesize the given product. Given the product [CH2:1]([C:5]1[CH:6]=[CH:7][C:8]([CH:11]([CH3:36])[C:12]([O:14][C:15]2[CH:16]=[CH:17][C:18]([C:19]([O:21][CH:22]([CH2:23][OH:24])[CH2:27][OH:26])=[O:20])=[CH:34][CH:35]=2)=[O:13])=[CH:9][CH:10]=1)[CH:2]([CH3:4])[CH3:3], predict the reactants needed to synthesize it. The reactants are: [CH2:1]([C:5]1[CH:10]=[CH:9][C:8]([CH:11]([CH3:36])[C:12]([O:14][C:15]2[CH:35]=[CH:34][C:18]([C:19]([O:21][CH:22]3[CH2:27][O:26]C(C4C=CC=CC=4)[O:24][CH2:23]3)=[O:20])=[CH:17][CH:16]=2)=[O:13])=[CH:7][CH:6]=1)[CH:2]([CH3:4])[CH3:3].